This data is from Catalyst prediction with 721,799 reactions and 888 catalyst types from USPTO. The task is: Predict which catalyst facilitates the given reaction. (1) Reactant: [F:1][C:2]1[CH:3]=[C:4]([C:10]2[C:18]3[C:13](=[C:14]([C:19]4[CH:24]=[CH:23][CH:22]=[CH:21][CH:20]=4)[CH:15]=[CH:16][CH:17]=3)[N:12]([CH2:25][CH2:26][CH3:27])[N:11]=2)[CH:5]=[CH:6][C:7]=1[O:8]C.ClC1C=CC=C2C=1N(CCC)N=C2C1C=CC(OC)=C(F)C=1.C1([Mg]Br)C=CC=CC=1.Cl. Product: [F:1][C:2]1[CH:3]=[C:4]([C:10]2[C:18]3[C:13](=[C:14]([C:19]4[CH:24]=[CH:23][CH:22]=[CH:21][CH:20]=4)[CH:15]=[CH:16][CH:17]=3)[N:12]([CH2:25][CH2:26][CH3:27])[N:11]=2)[CH:5]=[CH:6][C:7]=1[OH:8]. The catalyst class is: 62. (2) Reactant: Cl[C:2]1[N:7]=[C:6]([CH3:8])[N:5]=[C:4]([N:9]2[CH2:14][CH2:13][N:12]([CH2:15][CH2:16][OH:17])[CH2:11][CH2:10]2)[CH:3]=1.[NH2:18][C:19]1[S:20][C:21]([C:24]([O:26][CH3:27])=[O:25])=[CH:22][N:23]=1.C(=O)([O-])[O-].[Cs+].[Cs+].C1C=CC(P(C2C(C3C(P(C4C=CC=CC=4)C4C=CC=CC=4)=CC=C4C=3C=CC=C4)=C3C(C=CC=C3)=CC=2)C2C=CC=CC=2)=CC=1.Cl. Product: [OH:17][CH2:16][CH2:15][N:12]1[CH2:13][CH2:14][N:9]([C:4]2[N:5]=[C:6]([CH3:8])[N:7]=[C:2]([NH:18][C:19]3[S:20][C:21]([C:24]([O:26][CH3:27])=[O:25])=[CH:22][N:23]=3)[CH:3]=2)[CH2:10][CH2:11]1. The catalyst class is: 487. (3) Reactant: [Li+].[OH-].O.[Cl:4][C:5]1[CH:38]=[CH:37][CH:36]=[C:35]([Cl:39])[C:6]=1[C:7]([NH:9][C@H:10]([C:31]([O:33]C)=[O:32])[CH2:11][C:12]1[CH:17]=[CH:16][C:15]([O:18][CH2:19][CH2:20][C:21]2[CH:30]=[CH:29][C:28]3[CH2:27][CH2:26][CH2:25][NH:24][C:23]=3[N:22]=2)=[CH:14][CH:13]=1)=[O:8]. Product: [Cl:4][C:5]1[CH:38]=[CH:37][CH:36]=[C:35]([Cl:39])[C:6]=1[C:7]([NH:9][C@H:10]([C:31]([OH:33])=[O:32])[CH2:11][C:12]1[CH:13]=[CH:14][C:15]([O:18][CH2:19][CH2:20][C:21]2[CH:30]=[CH:29][C:28]3[CH2:27][CH2:26][CH2:25][NH:24][C:23]=3[N:22]=2)=[CH:16][CH:17]=1)=[O:8]. The catalyst class is: 44. (4) Reactant: [CH3:1][S:2]([C:5]1[CH:10]=[CH:9][C:8]([C:11]2[CH:16]=[C:15]([C:17]([F:20])([F:19])[F:18])[N:14]=[C:13]([NH:21][CH:22]3[CH2:27][CH2:26][O:25][CH2:24][CH2:23]3)[N:12]=2)=[CH:7][CH:6]=1)(=[O:4])=[O:3].[H-].[Na+].I[CH3:31]. Product: [CH3:1][S:2]([C:5]1[CH:10]=[CH:9][C:8]([C:11]2[CH:16]=[C:15]([C:17]([F:20])([F:19])[F:18])[N:14]=[C:13]([N:21]([CH3:31])[CH:22]3[CH2:27][CH2:26][O:25][CH2:24][CH2:23]3)[N:12]=2)=[CH:7][CH:6]=1)(=[O:3])=[O:4]. The catalyst class is: 9. (5) Product: [C:32]([O:31][C:29]([N:18]([CH2:17][C@@H:12]1[CH2:13][CH2:14][CH2:15][CH2:16][C@H:11]1[NH2:10])[CH2:19][CH2:20][CH2:21][C:22]1[CH:27]=[CH:26][C:25]([F:28])=[CH:24][CH:23]=1)=[O:30])([CH3:35])([CH3:33])[CH3:34]. The catalyst class is: 19. Reactant: C(OC(=O)[NH:10][C@@H:11]1[CH2:16][CH2:15][CH2:14][CH2:13][C@H:12]1[CH2:17][N:18]([C:29]([O:31][C:32]([CH3:35])([CH3:34])[CH3:33])=[O:30])[CH2:19][CH2:20][CH2:21][C:22]1[CH:27]=[CH:26][C:25]([F:28])=[CH:24][CH:23]=1)C1C=CC=CC=1. (6) Reactant: [C:1]([C:3]1[CH:31]=[CH:30][CH:29]=[CH:28][C:4]=1[CH2:5][N:6]1[CH:10]=[C:9]([C:11]2[CH:16]=[CH:15][N:14]=[C:13](S(C)=O)[N:12]=2)[N:8]([C:20]2[CH:25]=[CH:24][C:23]([F:26])=[CH:22][CH:21]=2)[C:7]1=[O:27])#[N:2].[NH2:32][CH2:33][CH2:34][CH2:35][OH:36]. Product: [C:1]([C:3]1[CH:31]=[CH:30][CH:29]=[CH:28][C:4]=1[CH2:5][N:6]1[CH:10]=[C:9]([C:11]2[CH:16]=[CH:15][N:14]=[C:13]([NH:32][CH2:33][CH2:34][CH2:35][OH:36])[N:12]=2)[N:8]([C:20]2[CH:25]=[CH:24][C:23]([F:26])=[CH:22][CH:21]=2)[C:7]1=[O:27])#[N:2]. The catalyst class is: 12. (7) Reactant: [CH3:1][C:2]1[O:3][CH:4]=[C:5]([C:7]([OH:9])=O)[N:6]=1.C(Cl)(=O)C([Cl:13])=O. Product: [CH3:1][C:2]1[O:3][CH:4]=[C:5]([C:7]([Cl:13])=[O:9])[N:6]=1. The catalyst class is: 2.